Dataset: Merck oncology drug combination screen with 23,052 pairs across 39 cell lines. Task: Regression. Given two drug SMILES strings and cell line genomic features, predict the synergy score measuring deviation from expected non-interaction effect. (1) Drug 1: N.N.O=C(O)C1(C(=O)O)CCC1.[Pt]. Drug 2: CC1(c2nc3c(C(N)=O)cccc3[nH]2)CCCN1. Cell line: SKOV3. Synergy scores: synergy=-0.549. (2) Cell line: CAOV3. Drug 2: C=CCn1c(=O)c2cnc(Nc3ccc(N4CCN(C)CC4)cc3)nc2n1-c1cccc(C(C)(C)O)n1. Synergy scores: synergy=1.33. Drug 1: COc1cccc2c1C(=O)c1c(O)c3c(c(O)c1C2=O)CC(O)(C(=O)CO)CC3OC1CC(N)C(O)C(C)O1. (3) Drug 1: O=C(O)C1(Cc2cccc(Nc3nccs3)n2)CCC(Oc2cccc(Cl)c2F)CC1. Drug 2: CC(C)CC(NC(=O)C(Cc1ccccc1)NC(=O)c1cnccn1)B(O)O. Cell line: HT144. Synergy scores: synergy=-18.7. (4) Drug 1: CCC1(O)CC2CN(CCc3c([nH]c4ccccc34)C(C(=O)OC)(c3cc4c(cc3OC)N(C)C3C(O)(C(=O)OC)C(OC(C)=O)C5(CC)C=CCN6CCC43C65)C2)C1. Drug 2: Cn1nnc2c(C(N)=O)ncn2c1=O. Cell line: ES2. Synergy scores: synergy=7.55. (5) Drug 1: CC(=O)OC1C(=O)C2(C)C(O)CC3OCC3(OC(C)=O)C2C(OC(=O)c2ccccc2)C2(O)CC(OC(=O)C(O)C(NC(=O)c3ccccc3)c3ccccc3)C(C)=C1C2(C)C. Drug 2: COC1=C2CC(C)CC(OC)C(O)C(C)C=C(C)C(OC(N)=O)C(OC)C=CC=C(C)C(=O)NC(=CC1=O)C2=O. Cell line: PA1. Synergy scores: synergy=-8.72. (6) Drug 1: Cn1c(=O)n(-c2ccc(C(C)(C)C#N)cc2)c2c3cc(-c4cnc5ccccc5c4)ccc3ncc21. Drug 2: NC1CCCCC1N.O=C(O)C(=O)O.[Pt+2]. Cell line: SKMEL30. Synergy scores: synergy=20.9. (7) Drug 1: O=c1[nH]cc(F)c(=O)[nH]1. Drug 2: N#Cc1ccc(Cn2cncc2CN2CCN(c3cccc(Cl)c3)C(=O)C2)cc1. Cell line: SKOV3. Synergy scores: synergy=8.13. (8) Drug 1: COc1cc(C2c3cc4c(cc3C(OC3OC5COC(C)OC5C(O)C3O)C3COC(=O)C23)OCO4)cc(OC)c1O. Drug 2: C#Cc1cccc(Nc2ncnc3cc(OCCOC)c(OCCOC)cc23)c1. Cell line: SKMEL30. Synergy scores: synergy=20.0.